This data is from Forward reaction prediction with 1.9M reactions from USPTO patents (1976-2016). The task is: Predict the product of the given reaction. (1) Given the reactants [CH3:1][N:2]1[C:8](=[O:9])[N:7]([CH3:10])[C:5](=[O:6])[C:4]2[N:11]([CH2:14][CH2:15][N:16]3[CH2:21][CH2:20][N:19]([C:22]4[C:27]([Cl:28])=[CH:26][CH:25]=[CH:24][CH:23]=4)[CH2:18][CH2:17]3)[CH:12]=[N:13][C:3]1=2.CO, predict the reaction product. The product is: [ClH:28].[Cl:28][C:27]1[CH:26]=[CH:25][CH:24]=[CH:23][C:22]=1[N:19]1[CH2:18][CH2:17][N:16]([CH2:15][CH2:14][N:11]2[C:4]3[C:5](=[O:6])[N:7]([CH3:10])[C:8](=[O:9])[N:2]([CH3:1])[C:3]=3[N:13]=[CH:12]2)[CH2:21][CH2:20]1. (2) Given the reactants [Cl:1][C:2]1[CH:7]=[C:6]2[NH:8][C:9](=[O:40])[C:10]3([CH:15]([C:16]4[CH:21]=[C:20]([Cl:22])[CH:19]=[CH:18][C:17]=4[O:23][C:24]([C:27](O)=[O:28])([CH3:26])[CH3:25])[CH2:14][C:13](=[O:30])[NH:12][CH:11]3[C:31]3[CH:36]=[C:35]([CH3:37])[CH:34]=[CH:33][C:32]=3[O:38][CH3:39])[C:5]2=[CH:4][CH:3]=1.C1N=CN(C(N2C=NC=C2)=O)C=1.[CH3:53][S:54]([NH2:57])(=[O:56])=[O:55].[H-].[Na+].Cl, predict the reaction product. The product is: [Cl:22][C:20]1[CH:19]=[CH:18][C:17]([O:23][C:24]([CH3:25])([CH3:26])[C:27]([NH:57][S:54]([CH3:53])(=[O:56])=[O:55])=[O:28])=[C:16]([CH:15]2[CH2:14][C:13](=[O:30])[NH:12][CH:11]([C:31]3[CH:36]=[C:35]([CH3:37])[CH:34]=[CH:33][C:32]=3[O:38][CH3:39])[C:10]32[C:5]2[C:6](=[CH:7][C:2]([Cl:1])=[CH:3][CH:4]=2)[NH:8][C:9]3=[O:40])[CH:21]=1. (3) The product is: [OH:50][CH2:51][CH2:52][CH2:53][N:54]1[CH:58]=[C:57]([C:59]2[CH:64]=[CH:63][C:62]([NH:65][C:66]3[C:71]([C:72]([F:73])([F:74])[F:75])=[CH:70][N:69]=[C:68]([NH:76][C:77]4[CH:91]=[CH:90][C:80]([CH2:81][P:82](=[O:86])([OH:89])[O:83][CH2:84][CH3:85])=[CH:79][C:78]=4[O:92][CH3:93])[N:67]=3)=[C:61]([C:94](=[O:97])[NH:95][CH3:96])[C:60]=2[CH3:98])[CH:56]=[N:55]1. Given the reactants C(N(CC)C(C1C=C(C2C=NN(CCCO)C=2)C=CC=1NC1C(C(F)(F)F)=CN=C(NC2C=CC(CP(=O)(O)OCC)=CC=2OC)N=1)=O)C.[OH:50][CH2:51][CH2:52][CH2:53][N:54]1[CH:58]=[C:57]([C:59]2[CH:64]=[CH:63][C:62]([NH:65][C:66]3[C:71]([C:72]([F:75])([F:74])[F:73])=[CH:70][N:69]=[C:68]([NH:76][C:77]4[CH:91]=[CH:90][C:80]([CH2:81][P:82](=[O:89])([O:86]CC)[O:83][CH2:84][CH3:85])=[CH:79][C:78]=4[O:92][CH3:93])[N:67]=3)=[C:61]([C:94](=[O:97])[NH:95][CH3:96])[C:60]=2[CH3:98])[CH:56]=[N:55]1, predict the reaction product. (4) Given the reactants [CH3:1][C@@H:2]1[CH2:13][CH:12]=[CH:11][CH2:10][CH2:9][C:8](=[O:14])[O:7][CH2:6][C@@H:5]2[CH2:15][CH2:16][CH2:17][N:4]2[C:3]1=[O:18], predict the reaction product. The product is: [CH3:1][C@@H:2]1[CH2:13][CH2:12][CH2:11][CH2:10][CH2:9][C:8](=[O:14])[O:7][CH2:6][C@@H:5]2[CH2:15][CH2:16][CH2:17][N:4]2[C:3]1=[O:18].